This data is from Catalyst prediction with 721,799 reactions and 888 catalyst types from USPTO. The task is: Predict which catalyst facilitates the given reaction. (1) Reactant: [Br-].[N:2]1([CH2:7][CH2:8][P+](C2C=CC=CC=2)(C2C=CC=CC=2)C2C=CC=CC=2)[CH2:6][CH2:5][CH2:4][CH2:3]1.[C:28]1([CH3:49])[CH:33]=[CH:32][C:31]([C:34]([C:36]2[N:41]=[C:40](/C=C/C(OCC)=O)[CH:39]=[CH:38][CH:37]=2)=O)=[CH:30][CH:29]=1. Product: [CH3:49][C:28]1[CH:33]=[CH:32][C:31](/[C:34](/[C:36]2[CH:37]=[CH:38][CH:39]=[CH:40][N:41]=2)=[CH:8]\[CH2:7][N:2]2[CH2:3][CH2:4][CH2:5][CH2:6]2)=[CH:30][CH:29]=1. The catalyst class is: 1. (2) Reactant: Cl[CH2:2][CH2:3][CH2:4][CH2:5][N:6]1[C:10]2[CH:11]=[CH:12][CH:13]=[CH:14][C:9]=2[N:8]=[CH:7]1.[C:15]([C:17]1[CH:18]=[C:19]([N:23]2[CH2:28][CH2:27][NH:26][CH2:25][CH2:24]2)[CH:20]=[CH:21][CH:22]=1)#[N:16].C(N(C(C)C)CC)(C)C.[I-].[K+]. Product: [C:15]([C:17]1[CH:18]=[C:19]([N:23]2[CH2:28][CH2:27][N:26]([CH2:2][CH2:3][CH2:4][CH2:5][N:6]3[C:10]4[CH:11]=[CH:12][CH:13]=[CH:14][C:9]=4[N:8]=[CH:7]3)[CH2:25][CH2:24]2)[CH:20]=[CH:21][CH:22]=1)#[N:16]. The catalyst class is: 10. (3) Reactant: C[N:2](C)[CH:3]=[CH:4][C:5]([C:7]1[C:12](=[O:13])[CH:11]=[CH:10][N:9]([C:14]2[CH:19]=[CH:18][CH:17]=[C:16]([O:20][CH3:21])[CH:15]=2)[N:8]=1)=O.[C:23]1([NH:29]N)[CH:28]=[CH:27][CH:26]=[CH:25][CH:24]=1. Product: [CH3:21][O:20][C:16]1[CH:15]=[C:14]([N:9]2[CH:10]=[CH:11][C:12](=[O:13])[C:7]([C:5]3[N:29]([C:23]4[CH:28]=[CH:27][CH:26]=[CH:25][CH:24]=4)[N:2]=[CH:3][CH:4]=3)=[N:8]2)[CH:19]=[CH:18][CH:17]=1. The catalyst class is: 5. (4) Reactant: C(OC([C:6]1[C:15](=[O:16])[C:14]2[C:9](=[N:10][C:11]([CH3:17])=[CH:12][CH:13]=2)[NH:8][CH:7]=1)=O)C.[OH-].[Na+].Cl. Product: [CH3:17][C:11]1[N:10]=[C:9]2[C:14]([C:15]([OH:16])=[CH:6][CH:7]=[N:8]2)=[CH:13][CH:12]=1. The catalyst class is: 6. (5) Reactant: [CH2:1]([C:3]1[S:4][C:5]([C:10]2[CH:15]=[CH:14][C:13]([C:16]([F:19])([F:18])[F:17])=[CH:12][CH:11]=2)=[CH:6][C:7]=1[CH:8]=[O:9])[CH3:2].[CH:20]1([Mg]Br)[CH2:25][CH2:24][CH2:23][CH2:22][CH2:21]1.O1CCCC1.[Cl-].[NH4+]. Product: [CH:20]1([CH:8]([C:7]2[CH:6]=[C:5]([C:10]3[CH:15]=[CH:14][C:13]([C:16]([F:19])([F:17])[F:18])=[CH:12][CH:11]=3)[S:4][C:3]=2[CH2:1][CH3:2])[OH:9])[CH2:25][CH2:24][CH2:23][CH2:22][CH2:21]1. The catalyst class is: 7. (6) Reactant: [C:1]([C:4]1[C:5]([F:40])=[C:6]([CH:36]=[CH:37][C:38]=1[F:39])[O:7][CH:8]([C:21]1[O:22][CH:23]=[C:24]([C:26]2[CH:31]=[CH:30][C:29]([C:32]([F:35])([F:34])[F:33])=[CH:28][CH:27]=2)[N:25]=1)[CH2:9][NH:10][C:11](=O)[O:12]CC1C=CC=CC=1)(=[O:3])[NH2:2].[CH2:41]([N:43](CC)CC)[CH3:42].C(N=C=O)C. Product: [CH2:41]([NH:43][C:11](=[O:12])[NH:10][CH2:9][CH:8]([C:21]1[O:22][CH:23]=[C:24]([C:26]2[CH:31]=[CH:30][C:29]([C:32]([F:35])([F:33])[F:34])=[CH:28][CH:27]=2)[N:25]=1)[O:7][C:6]1[C:5]([F:40])=[C:4]([C:38]([F:39])=[CH:37][CH:36]=1)[C:1]([NH2:2])=[O:3])[CH3:42]. The catalyst class is: 25.